This data is from Full USPTO retrosynthesis dataset with 1.9M reactions from patents (1976-2016). The task is: Predict the reactants needed to synthesize the given product. (1) Given the product [F:1][C:2]1[C:3]([NH:12][C:13]2[CH:18]=[CH:17][C:16]([CH2:19][CH2:20][CH2:21][O:22][CH3:23])=[CH:15][C:14]=2[F:24])=[C:4]([CH:8]=[CH:9][C:10]=1[F:11])[C:5]([OH:7])=[O:6], predict the reactants needed to synthesize it. The reactants are: [F:1][C:2]1[C:3]([NH:12][C:13]2[CH:18]=[CH:17][C:16]([C:19]#[C:20][CH2:21][O:22][CH3:23])=[CH:15][C:14]=2[F:24])=[C:4]([CH:8]=[CH:9][C:10]=1[F:11])[C:5]([OH:7])=[O:6]. (2) Given the product [Br:23][C:22]1[CH:21]=[C:20]([O:24][C:25]([F:28])([F:27])[F:26])[CH:19]=[C:15]2[C:14]=1[N:13]=[CH:30][N:9]([NH:8][C:6]1[CH:7]=[C:2]([Br:1])[CH:3]=[CH:4][C:5]=1[S:10][CH2:11][CH3:12])[C:16]2=[O:17], predict the reactants needed to synthesize it. The reactants are: [Br:1][C:2]1[CH:3]=[CH:4][C:5]([S:10][CH2:11][CH3:12])=[C:6]([NH:8][NH2:9])[CH:7]=1.[NH2:13][C:14]1[C:22]([Br:23])=[CH:21][C:20]([O:24][C:25]([F:28])([F:27])[F:26])=[CH:19][C:15]=1[C:16](O)=[O:17].N[C:30]1C(C(NNC2C=C(C#N)C=CC=2SCC)=O)=CC(Br)=CN=1. (3) Given the product [Br:1][C:2]1[CH:7]=[C:6]([CH3:8])[CH:5]=[C:4]([I:9])[C:3]=1[O:10][CH2:11][CH:12]=[CH:13][C:14]1[CH:19]=[CH:18][CH:17]=[CH:16][CH:15]=1, predict the reactants needed to synthesize it. The reactants are: [Br:1][C:2]1[CH:7]=[C:6]([CH3:8])[CH:5]=[C:4]([I:9])[C:3]=1[OH:10].[CH2:11](Br)[CH:12]=[CH:13][C:14]1[CH:19]=[CH:18][CH:17]=[CH:16][CH:15]=1.C(N(C(C)C)CC)(C)C. (4) Given the product [CH3:15][O:16][C:11]([C:12]1[C:4]([N+:1]([O-:3])=[O:2])=[CH:5][CH:6]=[CH:7][C:8]=1[C:9]([OH:14])=[O:10])=[O:13], predict the reactants needed to synthesize it. The reactants are: [N+:1]([C:4]1[C:12]2[C:11](=[O:13])[O:10][C:9](=[O:14])[C:8]=2[CH:7]=[CH:6][CH:5]=1)([O-:3])=[O:2].[CH3:15][OH:16]. (5) Given the product [Cl:1][C:2]1[CH:15]=[C:14]([Cl:16])[C:13]([O:17][C:18]2[N:22]([CH3:23])[N:21]=[C:20]([CH3:24])[C:19]=2[CH2:25][OH:26])=[CH:12][C:3]=1[O:4][CH:5]([CH3:11])[C:6]([O:8][CH2:9][CH3:10])=[O:7], predict the reactants needed to synthesize it. The reactants are: [Cl:1][C:2]1[CH:15]=[C:14]([Cl:16])[C:13]([O:17][C:18]2[N:22]([CH3:23])[N:21]=[C:20]([CH3:24])[C:19]=2[CH:25]=[O:26])=[CH:12][C:3]=1[O:4][CH:5]([CH3:11])[C:6]([O:8][CH2:9][CH3:10])=[O:7].[BH4-].[Na+]. (6) Given the product [CH:18]([O:17][N:5]([CH2:4][C@@H:3]([OH:22])[C@@H:2]([NH:1][C:33]1[CH:37]=[CH:38][CH:39]=[C:31]([OH:30])[C:32]=1[CH3:40])[CH2:23][C:24]1[CH:25]=[CH:26][CH:27]=[CH:28][CH:29]=1)[S:6]([C:9]1[CH:10]=[CH:11][C:12]([O:15][CH3:16])=[CH:13][CH:14]=1)(=[O:7])=[O:8])([CH2:20][CH3:21])[CH3:19], predict the reactants needed to synthesize it. The reactants are: [NH2:1][C@@H:2]([CH2:23][C:24]1[CH:29]=[CH:28][CH:27]=[CH:26][CH:25]=1)[C@H:3]([OH:22])[CH2:4][N:5]([O:17][CH:18]([CH2:20][CH3:21])[CH3:19])[S:6]([C:9]1[CH:14]=[CH:13][C:12]([O:15][CH3:16])=[CH:11][CH:10]=1)(=[O:8])=[O:7].[OH:30][C:31]1[C:32]([CH3:40])=[C:33]([CH:37]=[CH:38][CH:39]=1)C(O)=O.O.ON1C2C=CC=CC=2N=N1.Cl.CN(C)CCCN=C=NCC.C(N(C(C)C)CC)(C)C.